From a dataset of Full USPTO retrosynthesis dataset with 1.9M reactions from patents (1976-2016). Predict the reactants needed to synthesize the given product. (1) Given the product [C:19]([NH:16][C:17](=[O:18])[NH:1][C:2]1[CH:15]=[CH:14][C:5]([C:6]([NH:8][C:9]2[S:10][CH:11]=[CH:12][N:13]=2)=[O:7])=[CH:4][CH:3]=1)([CH3:22])([CH3:21])[CH3:20], predict the reactants needed to synthesize it. The reactants are: [NH2:1][C:2]1[CH:15]=[CH:14][C:5]([C:6]([NH:8][C:9]2[S:10][CH:11]=[CH:12][N:13]=2)=[O:7])=[CH:4][CH:3]=1.[N:16]([C:19]([CH3:22])([CH3:21])[CH3:20])=[C:17]=[O:18]. (2) Given the product [C:4]([C:6]1[CH:13]=[CH:12][C:9]([CH2:10][C:24]([OH:31])([C:25]2[CH:30]=[CH:29][CH:28]=[CH:27][CH:26]=2)[C:23]([NH:22][C:19]2[CH:20]=[CH:21][C:16]([C:14]#[N:15])=[C:17]([C:33]([F:34])([F:35])[F:36])[CH:18]=2)=[O:32])=[CH:8][CH:7]=1)#[N:5], predict the reactants needed to synthesize it. The reactants are: [Mg].II.[C:4]([C:6]1[CH:13]=[CH:12][C:9]([CH2:10]Br)=[CH:8][CH:7]=1)#[N:5].[C:14]([C:16]1[CH:21]=[CH:20][C:19]([NH:22][C:23](=[O:32])[C:24](=[O:31])[C:25]2[CH:30]=[CH:29][CH:28]=[CH:27][CH:26]=2)=[CH:18][C:17]=1[C:33]([F:36])([F:35])[F:34])#[N:15]. (3) Given the product [Cl:24][C:21]1[CH:22]=[CH:23][C:18]([NH:17][CH:15]=[O:16])=[N:19][CH:20]=1, predict the reactants needed to synthesize it. The reactants are: C(Cl)(=O)C(Cl)=O.NC1C=CC(Cl)=CC=1[C:15]([NH:17][C:18]1[CH:23]=[CH:22][C:21]([Cl:24])=[CH:20][N:19]=1)=[O:16].N1C=CC=CC=1. (4) Given the product [F:21][C:15]1[CH:16]=[C:17]([F:20])[CH:18]=[CH:19][C:14]=1[N:7]1[C:8]2[CH:13]=[CH:12][CH:11]=[CH:10][C:9]=2[N:5]([CH2:4][CH2:3][CH2:2][NH:25][CH3:24])[S:6]1(=[O:23])=[O:22], predict the reactants needed to synthesize it. The reactants are: Br[CH2:2][CH2:3][CH2:4][N:5]1[C:9]2[CH:10]=[CH:11][CH:12]=[CH:13][C:8]=2[N:7]([C:14]2[CH:19]=[CH:18][C:17]([F:20])=[CH:16][C:15]=2[F:21])[S:6]1(=[O:23])=[O:22].[CH3:24][NH2:25]. (5) Given the product [C:13]([O:17][C:18](=[O:24])[N:19]([CH2:21][CH2:22][O:23][N:26]1[C:30](=[O:31])[C:29]2[C:28](=[CH:35][CH:34]=[CH:33][CH:32]=2)[C:27]1=[O:36])[CH3:20])([CH3:16])([CH3:14])[CH3:15], predict the reactants needed to synthesize it. The reactants are: CCOC(/N=N/C(OCC)=O)=O.[C:13]([O:17][C:18](=[O:24])[N:19]([CH2:21][CH2:22][OH:23])[CH3:20])([CH3:16])([CH3:15])[CH3:14].O[N:26]1[C:30](=[O:31])[C:29]2=[CH:32][CH:33]=[CH:34][CH:35]=[C:28]2[C:27]1=[O:36].C1(P(C2C=CC=CC=2)C2C=CC=CC=2)C=CC=CC=1. (6) Given the product [C:19]([O:22][C:23]([N:17]([C:11]1[C:10]([C:2]2[N:1]=[C:5]3[CH:6]=[CH:7][CH:8]=[CH:9][N:4]3[N:3]=2)=[N:15][C:14]([Br:16])=[CH:13][N:12]=1)[C:23](=[O:24])[O:22][C:19]([CH3:21])([CH3:20])[CH3:18])=[O:24])([CH3:21])([CH3:20])[CH3:18], predict the reactants needed to synthesize it. The reactants are: [N:1]1[C:2]([C:10]2[C:11]([NH2:17])=[N:12][CH:13]=[C:14]([Br:16])[N:15]=2)=[N:3][N:4]2[CH:9]=[CH:8][CH:7]=[CH:6][C:5]=12.[CH3:18][C:19]([O:22][C:23](O[C:23]([O:22][C:19]([CH3:21])([CH3:20])[CH3:18])=[O:24])=[O:24])([CH3:21])[CH3:20].